Dataset: Peptide-MHC class I binding affinity with 185,985 pairs from IEDB/IMGT. Task: Regression. Given a peptide amino acid sequence and an MHC pseudo amino acid sequence, predict their binding affinity value. This is MHC class I binding data. (1) The peptide sequence is VPVWKEATTTL. The MHC is HLA-A01:01 with pseudo-sequence HLA-A01:01. The binding affinity (normalized) is 0. (2) The peptide sequence is SSLSCEGQK. The MHC is HLA-A31:01 with pseudo-sequence HLA-A31:01. The binding affinity (normalized) is 0.353.